From a dataset of Forward reaction prediction with 1.9M reactions from USPTO patents (1976-2016). Predict the product of the given reaction. (1) Given the reactants [OH:1][C:2]1[CH:11]=[C:10]([I:12])[CH:9]=[CH:8][C:3]=1[C:4]([O:6][CH3:7])=[O:5].[CH2:13](Br)[C:14]1[CH:19]=[CH:18][CH:17]=[CH:16][CH:15]=1, predict the reaction product. The product is: [CH2:13]([O:1][C:2]1[CH:11]=[C:10]([I:12])[CH:9]=[CH:8][C:3]=1[C:4]([O:6][CH3:7])=[O:5])[C:14]1[CH:19]=[CH:18][CH:17]=[CH:16][CH:15]=1. (2) Given the reactants [F:1][C:2]([F:11])([F:10])[C:3]1[CH:4]=[C:5]([CH:7]=[CH:8][CH:9]=1)[NH2:6].[Br:12][CH2:13][C:14](Br)=[O:15].C(=O)([O-])O.[Na+].O, predict the reaction product. The product is: [Br:12][CH2:13][C:14]([NH:6][C:5]1[CH:7]=[CH:8][CH:9]=[C:3]([C:2]([F:10])([F:11])[F:1])[CH:4]=1)=[O:15]. (3) Given the reactants [CH2:1]([S:3]([N:6]1[CH2:11][CH2:10][CH:9]([C:12]2[C:20]3[C:15](=[C:16]([C:30]([NH2:32])=[O:31])[CH:17]=[C:18](B4OC(C)(C)C(C)(C)O4)[CH:19]=3)[NH:14][CH:13]=2)[CH2:8][CH2:7]1)(=[O:5])=[O:4])[CH3:2].Br[C:34]1[CH:35]=[C:36]([CH:39]=[CH:40][C:41]=1[F:42])[CH:37]=[O:38].C([O-])([O-])=O.[K+].[K+], predict the reaction product. The product is: [CH2:1]([S:3]([N:6]1[CH2:11][CH2:10][CH:9]([C:12]2[C:20]3[C:15](=[C:16]([C:30]([NH2:32])=[O:31])[CH:17]=[C:18]([C:34]4[CH:35]=[C:36]([CH:37]=[O:38])[CH:39]=[CH:40][C:41]=4[F:42])[CH:19]=3)[NH:14][CH:13]=2)[CH2:8][CH2:7]1)(=[O:5])=[O:4])[CH3:2]. (4) Given the reactants [CH2:1]([O:8][C:9](=[O:31])[C@@H:10]([NH:15][C:16](=[O:30])[C@@H:17]([NH:22][C:23](OC(C)(C)C)=[O:24])[C:18]([CH3:21])([CH3:20])[CH3:19])[CH2:11][CH:12]([CH3:14])[CH3:13])[C:2]1[CH:7]=[CH:6][CH:5]=[CH:4][CH:3]=1.FC(F)(F)C(O)=O.C(N(CC)C(C)C)(C)C.[O:48]1[CH2:53][CH2:52][N:51]([CH2:54]C(O)=O)[CH2:50][CH2:49]1.CN(C(ON1N=NC2C=CC=NC1=2)=[N+](C)C)C.F[P-](F)(F)(F)(F)F, predict the reaction product. The product is: [CH2:1]([O:8][C:9](=[O:31])[C@@H:10]([NH:15][C:16](=[O:30])[C@@H:17]([NH:22][C:23](=[O:24])[CH2:54][N:51]1[CH2:52][CH2:53][O:48][CH2:49][CH2:50]1)[C:18]([CH3:21])([CH3:20])[CH3:19])[CH2:11][CH:12]([CH3:13])[CH3:14])[C:2]1[CH:7]=[CH:6][CH:5]=[CH:4][CH:3]=1. (5) Given the reactants C(OC([N:8]1[CH2:25][CH2:24][C@@H:11]2[N:12]([CH3:23])[C:13]3[C:14]([C:19]([F:22])([F:21])[F:20])=[CH:15][CH:16]=[CH:17][C:18]=3[C@H:10]2[CH:9]1Br)=O)(C)(C)C.[CH3:27][C:28]1[CH:34]=[CH:33][CH:32]=[C:31]([CH3:35])[C:29]=1[NH2:30], predict the reaction product. The product is: [CH3:27][C:28]1[CH:34]=[CH:33][CH:32]=[C:31]([CH3:35])[C:29]=1[NH:30][C:16]1[CH:15]=[C:14]([C:19]([F:21])([F:22])[F:20])[C:13]2[N:12]([CH3:23])[C@H:11]3[CH2:24][CH2:25][NH:8][CH2:9][C@H:10]3[C:18]=2[CH:17]=1. (6) Given the reactants C([N:5]1[C:13]2[CH:12]=[CH:11][NH:10][C:9](=[O:14])[C:8]=2[C:7]([C:15]2[CH:16]=[C:17]([C:20]([NH2:22])=[O:21])[S:18][CH:19]=2)=[N:6]1)(C)(C)C, predict the reaction product. The product is: [O:14]=[C:9]1[C:8]2[C:7]([C:15]3[CH:16]=[C:17]([C:20]([NH2:22])=[O:21])[S:18][CH:19]=3)=[N:6][NH:5][C:13]=2[CH:12]=[CH:11][NH:10]1. (7) Given the reactants CN1CCCN(C)C1=O.C[Si]([N-][Si](C)(C)C)(C)C.[Li+].[CH2:20]=[C:21]1[CH2:27][CH:26]([S:28]([C:31]2[CH:36]=[CH:35][CH:34]=[CH:33][CH:32]=2)(=[O:30])=[O:29])[C:25]2[CH:37]=[C:38]([C:41]([O:43][CH3:44])=[O:42])[CH:39]=[CH:40][C:24]=2[O:23][CH2:22]1.[CH2:45](Br)[C:46]1[CH:51]=[CH:50][CH:49]=[CH:48][CH:47]=1.Cl, predict the reaction product. The product is: [CH2:45]([C:26]1([S:28]([C:31]2[CH:36]=[CH:35][CH:34]=[CH:33][CH:32]=2)(=[O:30])=[O:29])[C:25]2[CH:37]=[C:38]([C:41]([O:43][CH3:44])=[O:42])[CH:39]=[CH:40][C:24]=2[O:23][CH2:22][C:21](=[CH2:20])[CH2:27]1)[C:46]1[CH:51]=[CH:50][CH:49]=[CH:48][CH:47]=1. (8) Given the reactants [CH2:1]([N:8]1[C:12]([CH2:13][CH2:14][C:15](OCC)=[O:16])=[CH:11][C:10]([O:20][CH:21]([CH3:23])[CH3:22])=[N:9]1)[C:2]1[CH:7]=[CH:6][CH:5]=[CH:4][CH:3]=1.[H-].C([Al+]CC(C)C)C(C)C.C(O)C.[Cl-].[NH4+], predict the reaction product. The product is: [CH2:1]([N:8]1[C:12]([CH2:13][CH2:14][CH2:15][OH:16])=[CH:11][C:10]([O:20][CH:21]([CH3:23])[CH3:22])=[N:9]1)[C:2]1[CH:3]=[CH:4][CH:5]=[CH:6][CH:7]=1. (9) Given the reactants [Cl:1][C:2]1[CH:7]=[C:6]([N:8]2[CH2:13][CH2:12][N:11]([CH2:14][CH3:15])[CH2:10][CH2:9]2)[CH:5]=[CH:4][C:3]=1[CH2:16]O.P(Br)(Br)[Br:19], predict the reaction product. The product is: [Br:19][CH2:16][C:3]1[CH:4]=[CH:5][C:6]([N:8]2[CH2:13][CH2:12][N:11]([CH2:14][CH3:15])[CH2:10][CH2:9]2)=[CH:7][C:2]=1[Cl:1]. (10) The product is: [CH3:8][C@H:9]1[C:17]2[C:16]([CH:18]3[CH2:23][CH2:22][NH:21][CH2:20][CH2:19]3)=[N:15][CH:14]=[N:13][C:12]=2[CH2:11][CH2:10]1. Given the reactants C(O)(C(F)(F)F)=O.[CH3:8][C@H:9]1[C:17]2[C:16]([CH:18]3[CH2:23][CH2:22][N:21](C(OC(C)(C)C)=O)[CH2:20][CH2:19]3)=[N:15][CH:14]=[N:13][C:12]=2[CH2:11][CH2:10]1, predict the reaction product.